From a dataset of Peptide-MHC class II binding affinity with 134,281 pairs from IEDB. Regression. Given a peptide amino acid sequence and an MHC pseudo amino acid sequence, predict their binding affinity value. This is MHC class II binding data. (1) The peptide sequence is GVKGFTLGRDGHEKP. The MHC is HLA-DQA10501-DQB10303 with pseudo-sequence HLA-DQA10501-DQB10303. The binding affinity (normalized) is 0.290. (2) The peptide sequence is GPATPAAPAAGYTPA. The MHC is HLA-DPA10201-DPB10101 with pseudo-sequence HLA-DPA10201-DPB10101. The binding affinity (normalized) is 0.0614. (3) The peptide sequence is SADFPQFKPEEITGI. The MHC is HLA-DQA10101-DQB10501 with pseudo-sequence HLA-DQA10101-DQB10501. The binding affinity (normalized) is 0.275. (4) The peptide sequence is EGAIVGEISPLPSLPGHTD. The MHC is DRB1_0301 with pseudo-sequence DRB1_0301. The binding affinity (normalized) is 0.166. (5) The peptide sequence is PNRDGDSYYYSEPTS. The MHC is DRB1_0901 with pseudo-sequence DRB1_0901. The binding affinity (normalized) is 0.392. (6) The binding affinity (normalized) is 0.165. The peptide sequence is RFTISRDNSKNTLYL. The MHC is DRB4_0101 with pseudo-sequence DRB4_0103. (7) The peptide sequence is AAATAFTTVYGAFAA. The MHC is HLA-DPA10103-DPB10401 with pseudo-sequence HLA-DPA10103-DPB10401. The binding affinity (normalized) is 0.534. (8) The peptide sequence is GMLQIVDKIDAAFKI. The MHC is DRB3_0101 with pseudo-sequence DRB3_0101. The binding affinity (normalized) is 0.472. (9) The peptide sequence is EKKYFAATQFEELAA. The MHC is DRB1_1602 with pseudo-sequence DRB1_1602. The binding affinity (normalized) is 0.571. (10) The peptide sequence is AVQVTFTVQKGSDPKKLVLNIKYTRPGDSL. The MHC is HLA-DQA10501-DQB10201 with pseudo-sequence HLA-DQA10501-DQB10201. The binding affinity (normalized) is 0.192.